Dataset: NCI-60 drug combinations with 297,098 pairs across 59 cell lines. Task: Regression. Given two drug SMILES strings and cell line genomic features, predict the synergy score measuring deviation from expected non-interaction effect. Synergy scores: CSS=13.7, Synergy_ZIP=-4.35, Synergy_Bliss=-2.38, Synergy_Loewe=-5.86, Synergy_HSA=-2.89. Drug 2: CN1C2=C(C=C(C=C2)N(CCCl)CCCl)N=C1CCCC(=O)O.Cl. Cell line: RXF 393. Drug 1: CC(CN1CC(=O)NC(=O)C1)N2CC(=O)NC(=O)C2.